From a dataset of Full USPTO retrosynthesis dataset with 1.9M reactions from patents (1976-2016). Predict the reactants needed to synthesize the given product. Given the product [Br:2][CH2:20][C:17]1[CH:16]=[C:15]([CH2:22][C:23]([CH3:26])([CH3:25])[CH3:24])[C:14]([C:7]2[CH:8]=[C:9]([O:12][CH3:13])[CH:10]=[CH:11][C:6]=2[F:5])=[N:19][CH:18]=1, predict the reactants needed to synthesize it. The reactants are: P(Br)(Br)[Br:2].[F:5][C:6]1[CH:11]=[CH:10][C:9]([O:12][CH3:13])=[CH:8][C:7]=1[C:14]1[N:19]=[CH:18][C:17]([CH2:20]O)=[CH:16][C:15]=1[CH2:22][C:23]([CH3:26])([CH3:25])[CH3:24].C(=O)([O-])O.[Na+].